From a dataset of Full USPTO retrosynthesis dataset with 1.9M reactions from patents (1976-2016). Predict the reactants needed to synthesize the given product. (1) Given the product [CH3:1][C:2]1[CH:11]=[CH:10][CH:9]=[C:8]2[C:3]=1[C:4]1[CH2:16][O:15][CH:14]([CH:17]3[CH2:22][CH2:21][O:20][CH2:19][CH2:18]3)[CH2:13][C:5]=1[NH:25][C:7]2=[O:6], predict the reactants needed to synthesize it. The reactants are: [CH3:1][C:2]1[C:3]2[C:4]3[CH2:16][O:15][CH:14]([CH:17]4[CH2:22][CH2:21][O:20][CH2:19][CH2:18]4)[CH2:13][C:5]=3[O:6][C:7](=O)[C:8]=2[CH:9]=[CH:10][CH:11]=1.CO.[NH3:25]. (2) Given the product [CH3:24][C:21]1[O:22][C:23]2=[C:15]3[C:16](=[CH:17][CH:18]=[C:19]2[N:20]=1)[O:25][CH2:26][CH:13]([CH2:12][N:27]1[CH2:28][CH:29]=[C:30]([C:33]2[C:41]4[C:36](=[CH:37][CH:38]=[C:39]([C:42]#[N:43])[CH:40]=4)[NH:35][CH:34]=2)[CH2:31][CH2:32]1)[O:14]3, predict the reactants needed to synthesize it. The reactants are: CC1C=CC(S(O[CH2:12][C@H:13]2[CH2:26][O:25][C:16]3[CH:17]=[CH:18][C:19]4[N:20]=[C:21]([CH3:24])[O:22][C:23]=4[C:15]=3[O:14]2)(=O)=O)=CC=1.[NH:27]1[CH2:32][CH:31]=[C:30]([C:33]2[C:41]3[C:36](=[CH:37][CH:38]=[C:39]([C:42]#[N:43])[CH:40]=3)[NH:35][CH:34]=2)[CH2:29][CH2:28]1.C(O)(=O)/C=C/C(O)=O.